Dataset: Full USPTO retrosynthesis dataset with 1.9M reactions from patents (1976-2016). Task: Predict the reactants needed to synthesize the given product. (1) Given the product [Cl:23][C:19]1[CH:18]=[C:17]([C@@H:15]2[C@@H:14]([C:24]3[CH:29]=[CH:28][C:27]([Cl:30])=[CH:26][CH:25]=3)[NH:13][C:11](=[O:12])[C@H:2]([CH2:3][C:4]([O:6][C:7]([CH3:10])([CH3:9])[CH3:8])=[O:5])[O:16]2)[CH:22]=[CH:21][CH:20]=1.[Cl:23][C:19]1[CH:18]=[C:17]([C@@H:15]2[C@@H:14]([C:24]3[CH:29]=[CH:28][C:27]([Cl:30])=[CH:26][CH:25]=3)[NH:13][C:11](=[O:12])[C@@H:2]([CH2:3][C:4]([O:6][C:7]([CH3:10])([CH3:9])[CH3:8])=[O:5])[O:16]2)[CH:22]=[CH:21][CH:20]=1, predict the reactants needed to synthesize it. The reactants are: Br[C@@H:2]([C:11]([NH:13][C@H:14]([C:24]1[CH:29]=[CH:28][C:27]([Cl:30])=[CH:26][CH:25]=1)[C@@H:15]([C:17]1[CH:22]=[CH:21][CH:20]=[C:19]([Cl:23])[CH:18]=1)[OH:16])=[O:12])[CH2:3][C:4]([O:6][C:7]([CH3:10])([CH3:9])[CH3:8])=[O:5].[H-].[Na+]. (2) Given the product [CH3:49][N:31]([CH3:30])[C:32]1([C:42]2[CH:47]=[CH:46][CH:45]=[C:44]([F:48])[CH:43]=2)[CH2:37][CH2:36][C:35](=[CH:38][C:39]([NH:11][CH2:12][CH2:13][C:14]2[C:22]3[C:17](=[CH:18][CH:19]=[CH:20][CH:21]=3)[NH:16][CH:15]=2)=[O:40])[CH2:34][CH2:33]1, predict the reactants needed to synthesize it. The reactants are: ON1C2C=CC=CC=2N=N1.[NH2:11][CH2:12][CH2:13][C:14]1[C:22]2[C:17](=[CH:18][CH:19]=[CH:20][CH:21]=2)[NH:16][CH:15]=1.CN1CCOCC1.[CH3:30][N:31]([CH3:49])[C:32]1([C:42]2[CH:47]=[CH:46][CH:45]=[C:44]([F:48])[CH:43]=2)[CH2:37][CH2:36][C:35](=[CH:38][C:39](O)=[O:40])[CH2:34][CH2:33]1.C1(N=C=NC2CCCCC2)CCCCC1.[OH-].[Na+]. (3) Given the product [C:1]([O:5][C:6]([N:8]1[CH2:13][CH2:12][N:11]([C:14]2[CH:19]=[CH:18][C:17](/[CH:20]=[CH:35]/[C:28]3[C:29]4[C:34](=[CH:33][CH:32]=[CH:31][CH:30]=4)[NH:26][N:27]=3)=[C:16]([N+:22]([O-:24])=[O:23])[CH:15]=2)[CH2:10][CH2:9]1)=[O:7])([CH3:4])([CH3:3])[CH3:2], predict the reactants needed to synthesize it. The reactants are: [C:1]([O:5][C:6]([N:8]1[CH2:13][CH2:12][N:11]([C:14]2[CH:19]=[CH:18][C:17]([CH:20]=O)=[C:16]([N+:22]([O-:24])=[O:23])[CH:15]=2)[CH2:10][CH2:9]1)=[O:7])([CH3:4])([CH3:3])[CH3:2].[Br-].[NH:26]1[C:34]2[C:29](=[CH:30][CH:31]=[CH:32][CH:33]=2)[C:28]([CH2:35][P+](C2C=CC=CC=2)(C2C=CC=CC=2)C2C=CC=CC=2)=[N:27]1.C(=O)([O-])[O-].[K+].[K+].O.